Dataset: Forward reaction prediction with 1.9M reactions from USPTO patents (1976-2016). Task: Predict the product of the given reaction. (1) Given the reactants [F:1][C:2]1[C:7]2[NH:8]C(=O)O[C:11](=[O:12])[C:6]=2[CH:5]=[CH:4][CH:3]=1.[CH2:14]([NH2:16])[CH3:15], predict the reaction product. The product is: [NH2:8][C:7]1[C:2]([F:1])=[CH:3][CH:4]=[CH:5][C:6]=1[C:11]([NH:16][CH2:14][CH3:15])=[O:12]. (2) Given the reactants [F:1][C:2]1[CH:7]=[CH:6][C:5]([F:8])=[CH:4][C:3]=1[N:9]=[C:10]=[O:11].[NH2:12][C@@H:13]([C:29]([CH3:32])([CH3:31])[CH3:30])[C:14]([NH:16][C@H:17]1[CH2:21][CH2:20][N:19]([CH2:22][C:23]2[CH:28]=[CH:27][CH:26]=[CH:25][CH:24]=2)[CH2:18]1)=[O:15], predict the reaction product. The product is: [CH2:22]([N:19]1[CH2:20][CH2:21][C@H:17]([NH:16][C:14](=[O:15])[C@@H:13]([NH:12][C:10]([NH:9][C:3]2[CH:4]=[C:5]([F:8])[CH:6]=[CH:7][C:2]=2[F:1])=[O:11])[C:29]([CH3:30])([CH3:32])[CH3:31])[CH2:18]1)[C:23]1[CH:24]=[CH:25][CH:26]=[CH:27][CH:28]=1. (3) Given the reactants [F:1][CH:2]([F:24])[C:3]1[N:8]2[N:9]=[CH:10][C:11]([C:12]#[CH:13])=[C:7]2[N:6]=[C:5]([C:14]2[CH:19]=[CH:18][C:17]([C:20]([F:23])([F:22])[F:21])=[CH:16][CH:15]=2)[CH:4]=1.[NH2:25][C:26]1[CH:31]=[N:30][C:29](Br)=[CH:28][N:27]=1, predict the reaction product. The product is: [F:24][CH:2]([F:1])[C:3]1[N:8]2[N:9]=[CH:10][C:11]([C:12]#[C:13][C:29]3[N:30]=[CH:31][C:26]([NH2:25])=[N:27][CH:28]=3)=[C:7]2[N:6]=[C:5]([C:14]2[CH:19]=[CH:18][C:17]([C:20]([F:23])([F:22])[F:21])=[CH:16][CH:15]=2)[CH:4]=1. (4) Given the reactants [Br:1][C:2]1[CH:8]=[CH:7][C:5]([NH2:6])=[CH:4][CH:3]=1.C(=O)([O-])[O-].[K+].[K+].Cl.Cl[CH2:17][CH2:18][NH:19][CH2:20][CH2:21]Cl, predict the reaction product. The product is: [Br:1][C:2]1[CH:8]=[CH:7][C:5]([N:6]2[CH2:21][CH2:20][NH:19][CH2:18][CH2:17]2)=[CH:4][CH:3]=1. (5) Given the reactants [CH3:1][N:2]([CH2:19][CH2:20][CH2:21][CH2:22][CH2:23][CH2:24][CH2:25][CH2:26][CH2:27][CH2:28][CH2:29][CH3:30])[CH2:3][CH2:4][N:5]([CH3:18])[CH2:6][CH2:7][CH2:8][CH2:9][CH2:10][CH2:11][CH2:12][CH2:13][CH2:14][CH2:15][CH2:16][CH3:17].I[CH2:32][C:33]([O-:35])=[O:34].[Na+].[CH:37]([OH:40])([CH3:39])C.[OH2:41], predict the reaction product. The product is: [OH-:34].[OH-:40].[C:33]([CH2:32][N+:5]([CH3:18])([CH2:6][CH2:7][CH2:8][CH2:9][CH2:10][CH2:11][CH2:12][CH2:13][CH2:14][CH2:15][CH2:16][CH3:17])[CH2:4][CH2:3][N+:2]([CH2:39][C:37]([OH:40])=[O:41])([CH3:1])[CH2:19][CH2:20][CH2:21][CH2:22][CH2:23][CH2:24][CH2:25][CH2:26][CH2:27][CH2:28][CH2:29][CH3:30])([OH:35])=[O:34]. (6) Given the reactants Br[C:2]1[CH:3]=[C:4]2[C:8](=[CH:9][CH:10]=1)[NH:7][N:6]=[C:5]2[CH3:11].B1(B2OC(C)(C)C(C)(C)O2)OC(C)(C)C(C)(C)O1.C(P(C12CC3CC(CC(C3)C1)C2)C12CC3CC(CC(C3)C1)C2)CCC.C([O-])(=O)C.[K+].Br[C:61]1[CH:62]=[C:63]([NH:67][C@H:68]([C:75]2[CH:80]=[CH:79][CH:78]=[CH:77][CH:76]=2)[CH2:69][NH:70][S:71]([CH3:74])(=[O:73])=[O:72])[CH:64]=[N:65][CH:66]=1.C(=O)([O-])[O-].[K+].[K+], predict the reaction product. The product is: [CH3:11][C:5]1[C:4]2[C:8](=[CH:9][CH:10]=[C:2]([C:61]3[CH:62]=[C:63]([NH:67][C@H:68]([C:75]4[CH:80]=[CH:79][CH:78]=[CH:77][CH:76]=4)[CH2:69][NH:70][S:71]([CH3:74])(=[O:72])=[O:73])[CH:64]=[N:65][CH:66]=3)[CH:3]=2)[NH:7][N:6]=1. (7) Given the reactants Br[C:2]1[CH:3]=[CH:4][C:5]2[S:9][C:8]([CH:10]=[O:11])=[C:7]([CH3:12])[C:6]=2[CH:13]=1.[Br:14]C1C=CC2C(C)=CSC=2C=1, predict the reaction product. The product is: [Br:14][C:3]1[CH:2]=[CH:13][C:6]2[C:7]([CH3:12])=[C:8]([CH:10]=[O:11])[S:9][C:5]=2[CH:4]=1.